Task: Predict the reaction yield, written as a fraction of the theoretical maximum amount of product (1.0 means a 100% yield; for example, 0.34 means a 34% yield).. Dataset: Reaction yield outcomes from USPTO patents with 853,638 reactions (1) The catalyst is C1(C)C=CC=CC=1.O.C1(C)C=CC(S(O)(=O)=O)=CC=1. The product is [CH2:3]([O:8][CH:7]([O:17][CH2:13][CH2:14][CH2:15][CH3:16])[C:6]1[CH:9]=[C:2]([F:1])[CH:3]=[CH:4][C:5]=1[N+:10]([O-:12])=[O:11])[CH2:2][CH2:9][CH3:6]. The yield is 0.950. The reactants are [F:1][C:2]1[CH:3]=[CH:4][C:5]([N+:10]([O-:12])=[O:11])=[C:6]([CH:9]=1)[CH:7]=[O:8].[CH2:13]([OH:17])[CH2:14][CH2:15][CH3:16]. (2) The reactants are CO[C:3](=[O:28])[C:4]1[CH:9]=[CH:8][C:7]([O:10][CH2:11][C:12]2[C:13]([C:21]3[CH:26]=[CH:25][C:24]([F:27])=[CH:23][CH:22]=3)=[N:14][O:15][C:16]=2[C:17]([F:20])([F:19])[F:18])=[N:6][CH:5]=1.COC(=O)C1C=CC(OCC2C(C3C=CC=CC=3)=NOC=2C(F)(F)F)=[N:34][CH:33]=1. No catalyst specified. The product is [F:27][C:24]1[CH:25]=[CH:26][C:21]([C:13]2[C:12]([CH2:11][O:10][C:7]3[CH:8]=[CH:9][C:4]([C:3]([NH:34][CH3:33])=[O:28])=[CH:5][N:6]=3)=[C:16]([C:17]([F:18])([F:20])[F:19])[O:15][N:14]=2)=[CH:22][CH:23]=1. The yield is 0.660. (3) The reactants are [Cl:1][C:2]1[N:10]=[C:9]2[C:5]([N:6]=[C:7]([CH:13]=O)[N:8]2[CH2:11][CH3:12])=[C:4]([N:15]2[CH2:20][CH2:19][O:18][CH2:17][CH2:16]2)[N:3]=1.[NH:21]1[CH2:24][CH:23]([N:25]([CH3:32])[C:26]([CH3:31])([CH3:30])[C:27]([NH2:29])=[O:28])[CH2:22]1.C(O[BH-](OC(=O)C)OC(=O)C)(=O)C.[Na+]. The catalyst is ClCCCl. The product is [Cl:1][C:2]1[N:10]=[C:9]2[C:5]([N:6]=[C:7]([CH2:13][N:21]3[CH2:24][CH:23]([N:25]([CH3:32])[C:26]([CH3:30])([CH3:31])[C:27]([NH2:29])=[O:28])[CH2:22]3)[N:8]2[CH2:11][CH3:12])=[C:4]([N:15]2[CH2:20][CH2:19][O:18][CH2:17][CH2:16]2)[N:3]=1. The yield is 0.800. (4) The reactants are [Cl:1][C:2]1[CH:7]=[C:6]([O:8][C:9]2[C:18]3[C:13](=[CH:14][C:15]([OH:21])=[C:16]([O:19][CH3:20])[CH:17]=3)[N:12]=[CH:11][CH:10]=2)[CH:5]=[CH:4][C:3]=1[NH:22][C:23]([NH:25][C:26]1[CH:31]=[CH:30][C:29]([F:32])=[CH:28][C:27]=1[F:33])=[O:24].C(=O)([O-])[O-].[K+].[K+].Cl.Cl[CH2:42][CH2:43][N:44]1[CH2:49][CH2:48][O:47][CH2:46][CH2:45]1.C(=O)([O-])O.[Na+]. The catalyst is CN(C)C=O.[I-].C([N+](CCCC)(CCCC)CCCC)CCC. The product is [Cl:1][C:2]1[CH:7]=[C:6]([O:8][C:9]2[C:18]3[C:13](=[CH:14][C:15]([O:21][CH2:42][CH2:43][N:44]4[CH2:49][CH2:48][O:47][CH2:46][CH2:45]4)=[C:16]([O:19][CH3:20])[CH:17]=3)[N:12]=[CH:11][CH:10]=2)[CH:5]=[CH:4][C:3]=1[NH:22][C:23]([NH:25][C:26]1[CH:31]=[CH:30][C:29]([F:32])=[CH:28][C:27]=1[F:33])=[O:24]. The yield is 0.350. (5) The reactants are C([Li])CCC.[Si]([O:13][C:14]1[C:19]([C:20]([F:23])([F:22])[F:21])=[CH:18][C:17](I)=[CH:16][N:15]=1)(C(C)(C)C)(C)C.[Br:25][C:26]1[CH:27]=[C:28]([C:32]([C:40]2[CH:45]=[CH:44][CH:43]=[C:42]([F:46])[C:41]=2[C:47]#[N:48])=[N:33]S(C(C)(C)C)=O)[CH:29]=[CH:30][CH:31]=1.Cl. The catalyst is C1COCC1. The product is [NH2:48][C:47]1[C:41]2[C:40](=[CH:45][CH:44]=[CH:43][C:42]=2[F:46])[C:32]([C:17]2[CH:18]=[C:19]([C:20]([F:21])([F:22])[F:23])[C:14](=[O:13])[NH:15][CH:16]=2)([C:28]2[CH:29]=[CH:30][CH:31]=[C:26]([Br:25])[CH:27]=2)[N:33]=1. The yield is 0.490. (6) The reactants are [S:1]1[CH2:5][C@@H:4]([CH2:6][OH:7])[NH:3][CH2:2]1.[Cl:8][CH2:9][CH:10]1[CH2:12]O1. No catalyst specified. The product is [Cl:8][CH2:9][CH:10]1[O:7][CH2:6][C@@H:4]2[CH2:5][S:1][CH2:2][N:3]2[CH2:12]1. The yield is 0.0240. (7) The reactants are Cl.[CH:2]([N:5]1[C:9]([C:10]2[N:19]=[C:18]3[N:12]([CH2:13][CH2:14][O:15][C:16]4[CH:23]=[C:22]([CH:24]5[CH2:29][CH2:28][NH:27][CH2:26][CH2:25]5)[CH:21]=[CH:20][C:17]=43)[CH:11]=2)=[N:8][C:7]([CH3:30])=[N:6]1)([CH3:4])[CH3:3].C(N(CC)CC)C.Cl[CH2:39][C:40]([NH:42][CH:43]([CH3:45])[CH3:44])=[O:41]. The catalyst is C(Cl)Cl.[I-].C([N+](CCCC)(CCCC)CCCC)CCC. The product is [CH:43]([NH:42][C:40](=[O:41])[CH2:39][N:27]1[CH2:28][CH2:29][CH:24]([C:22]2[CH:21]=[CH:20][C:17]3[C:18]4[N:12]([CH:11]=[C:10]([C:9]5[N:5]([CH:2]([CH3:4])[CH3:3])[N:6]=[C:7]([CH3:30])[N:8]=5)[N:19]=4)[CH2:13][CH2:14][O:15][C:16]=3[CH:23]=2)[CH2:25][CH2:26]1)([CH3:45])[CH3:44]. The yield is 0.510.